This data is from Forward reaction prediction with 1.9M reactions from USPTO patents (1976-2016). The task is: Predict the product of the given reaction. (1) Given the reactants CC1(N2C3C=CC=CC=3NC2=O)CCN(C2C3C(=CC=CC=3)CC2)CC1.[CH3:27][C:28]1([N:43]2[C:47]3[CH:48]=[CH:49][CH:50]=[CH:51][C:46]=3[N:45]([CH2:52][C:53]([NH:55][CH3:56])=[O:54])[C:44]2=[O:57])[CH2:33][CH2:32][N:31]([CH:34]2[C:42]3[C:37](=[CH:38][CH:39]=[CH:40][CH:41]=3)[CH2:36][CH2:35]2)[CH2:30][CH2:29]1.[ClH:58].Cl.C(OCC)(=O)C, predict the reaction product. The product is: [ClH:58].[CH3:27][C:28]1([N:43]2[C:47]3[CH:48]=[CH:49][CH:50]=[CH:51][C:46]=3[N:45]([CH2:52][C:53]([NH:55][CH3:56])=[O:54])[C:44]2=[O:57])[CH2:33][CH2:32][N:31]([CH:34]2[C:42]3[C:37](=[CH:38][CH:39]=[CH:40][CH:41]=3)[CH2:36][CH2:35]2)[CH2:30][CH2:29]1. (2) Given the reactants Cl[C:2]1[C:11]2[C:6](=[CH:7][CH:8]=[CH:9][CH:10]=2)[N:5]=[CH:4][C:3]=1[N+:12]([O-:14])=[O:13].C(N(CC)CC)C.[NH2:22][N:23]1[CH2:28][CH2:27][O:26][CH2:25][CH2:24]1, predict the reaction product. The product is: [N:23]1([NH:22][C:2]2[C:11]3[C:6](=[CH:7][CH:8]=[CH:9][CH:10]=3)[N:5]=[CH:4][C:3]=2[N+:12]([O-:14])=[O:13])[CH2:28][CH2:27][O:26][CH2:25][CH2:24]1.